From a dataset of Reaction yield outcomes from USPTO patents with 853,638 reactions. Predict the reaction yield, written as a fraction of the theoretical maximum amount of product (1.0 means a 100% yield; for example, 0.34 means a 34% yield). (1) The reactants are [CH3:1][C:2]1[O:6][N:5]=[C:4]([C:7]2[CH:12]=[CH:11][CH:10]=[CH:9][CH:8]=2)[C:3]=1[CH2:13][O:14][C:15]1[CH:23]=[CH:22][C:18]([C:19]([OH:21])=O)=[CH:17][N:16]=1.F[B-](F)(F)F.N1(OC(N(C)C)=[N+](C)C)C2C=CC=CC=2N=N1.C(N(CC)C(C)C)(C)C.[CH3:55][O:56][CH2:57][CH2:58][CH2:59][NH2:60]. The catalyst is CN(C=O)C. The product is [CH3:55][O:56][CH2:57][CH2:58][CH2:59][NH:60][C:19](=[O:21])[C:18]1[CH:22]=[CH:23][C:15]([O:14][CH2:13][C:3]2[C:4]([C:7]3[CH:8]=[CH:9][CH:10]=[CH:11][CH:12]=3)=[N:5][O:6][C:2]=2[CH3:1])=[N:16][CH:17]=1. The yield is 0.820. (2) The reactants are [Cl:1][C:2]1[CH:3]=[C:4]([S:9]([N:12]2[C:21]3[C:16](=[CH:17][CH:18]=[CH:19][CH:20]=3)[NH:15][C:14](=[O:22])[C@H:13]2[CH2:23][C:24](OC)=[O:25])(=[O:11])=[O:10])[CH:5]=[CH:6][C:7]=1[Cl:8].Cl. The catalyst is C1COCC1. The product is [Cl:1][C:2]1[CH:3]=[C:4]([S:9]([N:12]2[C:21]3[C:16](=[CH:17][CH:18]=[CH:19][CH:20]=3)[NH:15][C:14](=[O:22])[C@H:13]2[CH2:23][CH2:24][OH:25])(=[O:11])=[O:10])[CH:5]=[CH:6][C:7]=1[Cl:8]. The yield is 0.610.